Dataset: Full USPTO retrosynthesis dataset with 1.9M reactions from patents (1976-2016). Task: Predict the reactants needed to synthesize the given product. (1) Given the product [Si:22]([O:8][C:7]1[CH:9]=[CH:10][C:2]([C:1]([OH:12])=[O:11])=[CH:3][C:4]=1[O:5][CH3:6])([C:18]([CH3:21])([CH3:20])[CH3:19])([CH3:25])[CH3:24], predict the reactants needed to synthesize it. The reactants are: [C:1]([OH:12])(=[O:11])[C:2]1[CH:10]=[CH:9][C:7]([OH:8])=[C:4]([O:5][CH3:6])[CH:3]=1.N1C=CN=C1.[C:18]([Si:22]([CH3:25])([CH3:24])Cl)([CH3:21])([CH3:20])[CH3:19]. (2) Given the product [CH:12]1([C:9]2[CH:10]=[CH:11][C:6]([O:5][CH2:4][C:3]([OH:15])=[O:2])=[CH:7][CH:8]=2)[CH2:14][CH2:13]1, predict the reactants needed to synthesize it. The reactants are: C[O:2][C:3](=[O:15])[CH2:4][O:5][C:6]1[CH:11]=[CH:10][C:9]([CH:12]2[CH2:14][CH2:13]2)=[CH:8][CH:7]=1.CO.[OH-].[Li+].Cl. (3) Given the product [CH2:19]([O:18][C:17](=[O:21])[CH2:2][C:1]([CH:4]1[CH2:5][CH2:6][N:7]([C:10]([O:12][C:13]([CH3:16])([CH3:15])[CH3:14])=[O:11])[CH2:8][CH2:9]1)=[O:3])[CH3:20], predict the reactants needed to synthesize it. The reactants are: [C:1]([CH:4]1[CH2:9][CH2:8][N:7]([C:10]([O:12][C:13]([CH3:16])([CH3:15])[CH3:14])=[O:11])[CH2:6][CH2:5]1)(=[O:3])[CH3:2].[C:17](=O)([O:21]CC)[O:18][CH2:19][CH3:20]. (4) Given the product [OH:10][C:11]1[C:12]2[CH:13]=[CH:14][CH:15]=[N:16][C:17]=2[C:18]([CH3:27])([CH3:28])[C:19](=[O:26])[C:20]=1[C:21]([NH:37][CH2:36][C:35]([O:34][C:30]([CH3:33])([CH3:32])[CH3:31])=[O:38])=[O:23], predict the reactants needed to synthesize it. The reactants are: CCN(C(C)C)C(C)C.[OH:10][C:11]1[C:12]2[CH:13]=[CH:14][CH:15]=[N:16][C:17]=2[C:18]([CH3:28])([CH3:27])[C:19](=[O:26])[C:20]=1[C:21]([O:23]CC)=O.Cl.[C:30]([O:34][C:35](=[O:38])[CH2:36][NH2:37])([CH3:33])([CH3:32])[CH3:31]. (5) Given the product [Br:1][C:2]1[CH:10]=[C:9]2[C:5]([CH2:6][N:7]([CH2:12][C:13]([O:15][CH3:16])=[O:14])[C:8]2=[O:11])=[CH:4][CH:3]=1, predict the reactants needed to synthesize it. The reactants are: [Br:1][C:2]1[CH:10]=[C:9]2[C:5]([CH2:6][N:7]([C@H:12](C(C)C)[C:13]([O:15][CH3:16])=[O:14])[C:8]2=[O:11])=[CH:4][CH:3]=1.Cl.COC(=O)CN.